Dataset: Reaction yield outcomes from USPTO patents with 853,638 reactions. Task: Predict the reaction yield, written as a fraction of the theoretical maximum amount of product (1.0 means a 100% yield; for example, 0.34 means a 34% yield). (1) The catalyst is C(Cl)(Cl)Cl. The yield is 0.600. The product is [Br:1][C:2]1[CH:3]=[C:4]([C:14]([NH:17][C@@H:18]([CH2:31][C:32]2[CH:37]=[CH:36][CH:35]=[CH:34][C:33]=2[C:38]([F:41])([F:39])[F:40])[CH2:19][N:20]2[C:28](=[O:29])[C:27]3[C:22](=[CH:23][CH:24]=[CH:25][CH:26]=3)[C:21]2=[O:30])=[O:16])[S:5][C:6]=1[C:7]1[N:11]([CH3:12])[N:10]=[CH:9][C:8]=1[Br:13]. The reactants are [Br:1][C:2]1[CH:3]=[C:4]([C:14]([OH:16])=O)[S:5][C:6]=1[C:7]1[N:11]([CH3:12])[N:10]=[CH:9][C:8]=1[Br:13].[NH2:17][C@@H:18]([CH2:31][C:32]1[CH:37]=[CH:36][CH:35]=[CH:34][C:33]=1[C:38]([F:41])([F:40])[F:39])[CH2:19][N:20]1[C:28](=[O:29])[C:27]2[C:22](=[CH:23][CH:24]=[CH:25][CH:26]=2)[C:21]1=[O:30].C1CN([P+](Br)(N2CCCC2)N2CCCC2)CC1.F[P-](F)(F)(F)(F)F.CCN(C(C)C)C(C)C. (2) The reactants are Br[C:2]1[CH:7]=[C:6]([CH3:8])[C:5]([C:9]2[C:13](=[O:14])[CH2:12][CH:11]([CH2:15][C:16]#[N:17])[C:10]=2[O:18][CH3:19])=[C:4]([CH3:20])[CH:3]=1.[CH3:21][C:22]1([CH3:38])[C:26]([CH3:28])([CH3:27])[O:25][B:24]([B:24]2[O:25][C:26]([CH3:28])([CH3:27])[C:22]([CH3:38])([CH3:21])[O:23]2)[O:23]1.C([O-])(=O)C.[K+].COC1C=CC=C(OC)C=1C1C=CC=CC=1P(C1CCCCC1)C1CCCCC1. The catalyst is O1CCOCC1.C1C=CC(/C=C/C(/C=C/C2C=CC=CC=2)=O)=CC=1.C1C=CC(/C=C/C(/C=C/C2C=CC=CC=2)=O)=CC=1.C1C=CC(/C=C/C(/C=C/C2C=CC=CC=2)=O)=CC=1.[Pd].[Pd]. The product is [CH3:8][C:6]1[CH:7]=[C:2]([B:24]2[O:25][C:26]([CH3:28])([CH3:27])[C:22]([CH3:38])([CH3:21])[O:23]2)[CH:3]=[C:4]([CH3:20])[C:5]=1[C:9]1[C:13](=[O:14])[CH2:12][CH:11]([CH2:15][C:16]#[N:17])[C:10]=1[O:18][CH3:19]. The yield is 0.710. (3) The reactants are [CH3:1][O:2][C:3]1[CH:4]=[C:5](B(O)O)[CH:6]=[CH:7][CH:8]=1.[CH3:12][CH2:13]/[CH:14]=[C:15](/[CH:17]=[O:18])\[CH3:16].CO.C(=O)([O-])[O-].[K+].[K+]. The catalyst is C1(C2[C@H]3CC[C@@H](C=2)C(C2C=CC=CC=2)=C3)C=CC=CC=1.O.C1COCC1. The product is [CH3:1][O:2][C:3]1[CH:4]=[C:5]([C@H:14]([CH2:13][CH3:12])[C@@H:15]([CH3:16])[CH:17]=[O:18])[CH:6]=[CH:7][CH:8]=1. The yield is 0.550.